From a dataset of Peptide-MHC class II binding affinity with 134,281 pairs from IEDB. Regression. Given a peptide amino acid sequence and an MHC pseudo amino acid sequence, predict their binding affinity value. This is MHC class II binding data. (1) The peptide sequence is ANWIEIMRIKKLTIT. The MHC is DRB1_0101 with pseudo-sequence DRB1_0101. The binding affinity (normalized) is 0.572. (2) The peptide sequence is LQRKIEAIFSDDKET. The MHC is DRB1_0101 with pseudo-sequence DRB1_0101. The binding affinity (normalized) is 0.531. (3) The peptide sequence is FINMWQEVGKAMYAPPIS. The MHC is DRB1_0103 with pseudo-sequence DRB1_0103. The binding affinity (normalized) is 0. (4) The peptide sequence is YLAILVKYVDGDGDV. The MHC is HLA-DQA10101-DQB10501 with pseudo-sequence HLA-DQA10101-DQB10501. The binding affinity (normalized) is 0.314. (5) The peptide sequence is RNVRFSDEGGFTCFF. The MHC is DRB5_0101 with pseudo-sequence DRB5_0101. The binding affinity (normalized) is 0.133. (6) The peptide sequence is SMQKTIPLVALTLTS. The MHC is HLA-DQA10501-DQB10402 with pseudo-sequence HLA-DQA10501-DQB10402. The binding affinity (normalized) is 0.357. (7) The binding affinity (normalized) is 0.579. The peptide sequence is IVEPTAAAIAYGLDR. The MHC is HLA-DQA10401-DQB10402 with pseudo-sequence HLA-DQA10401-DQB10402.